From a dataset of NCI-60 drug combinations with 297,098 pairs across 59 cell lines. Regression. Given two drug SMILES strings and cell line genomic features, predict the synergy score measuring deviation from expected non-interaction effect. Drug 1: CC1C(C(CC(O1)OC2CC(OC(C2O)C)OC3=CC4=CC5=C(C(=O)C(C(C5)C(C(=O)C(C(C)O)O)OC)OC6CC(C(C(O6)C)O)OC7CC(C(C(O7)C)O)OC8CC(C(C(O8)C)O)(C)O)C(=C4C(=C3C)O)O)O)O. Drug 2: C(CC(=O)O)C(=O)CN.Cl. Cell line: NCI-H522. Synergy scores: CSS=55.1, Synergy_ZIP=-2.11, Synergy_Bliss=-3.45, Synergy_Loewe=-48.2, Synergy_HSA=-2.25.